Dataset: Reaction yield outcomes from USPTO patents with 853,638 reactions. Task: Predict the reaction yield, written as a fraction of the theoretical maximum amount of product (1.0 means a 100% yield; for example, 0.34 means a 34% yield). (1) The reactants are COC1C=C(OC)C=CC=1C[N:6]([C:36]1[S:40][N:39]=[CH:38][N:37]=1)[S:7]([C:10]1[CH:18]=[C:17]2[C:13]([C:14]([C:20]3[CH:25]=[C:24]([C:26]([F:29])([F:28])[F:27])[CH:23]=[C:22]([C:30]4[CH:35]=[CH:34][N:33]=[CH:32][CH:31]=4)[CH:21]=3)=[CH:15][N:16]2[CH3:19])=[CH:12][CH:11]=1)(=[O:9])=[O:8].C(O)(C(F)(F)F)=O. The catalyst is C(Cl)Cl. The product is [CH3:19][N:16]1[C:17]2[C:13](=[CH:12][CH:11]=[C:10]([S:7]([NH:6][C:36]3[S:40][N:39]=[CH:38][N:37]=3)(=[O:8])=[O:9])[CH:18]=2)[C:14]([C:20]2[CH:25]=[C:24]([C:26]([F:28])([F:29])[F:27])[CH:23]=[C:22]([C:30]3[CH:35]=[CH:34][N:33]=[CH:32][CH:31]=3)[CH:21]=2)=[CH:15]1. The yield is 0.750. (2) The reactants are [Br:1][C:2]1[CH:8]=[CH:7][C:5]([NH2:6])=[C:4]([F:9])[CH:3]=1.C(N(C(C)C)CC)(C)C.[Cl:19][C:20]1[CH:25]=[C:24](Cl)[N:23]=[CH:22][N:21]=1.CO.C(Cl)(Cl)Cl. The catalyst is CCO. The product is [Br:1][C:2]1[CH:8]=[CH:7][C:5]([NH:6][C:24]2[CH:25]=[C:20]([Cl:19])[N:21]=[CH:22][N:23]=2)=[C:4]([F:9])[CH:3]=1. The yield is 0.370. (3) The reactants are [CH3:1][S:2]([NH2:5])(=[O:4])=[O:3].[H-].[Na+].F[C:9]1[CH:14]=[C:13]([F:15])[CH:12]=[CH:11][C:10]=1[N+:16]([O-:18])=[O:17].Cl.N#N. The catalyst is CN(C=O)C.[Cl-].[Na+].O. The product is [F:15][C:13]1[CH:12]=[CH:11][C:10]([N+:16]([O-:18])=[O:17])=[C:9]([NH:5][S:2]([CH3:1])(=[O:4])=[O:3])[CH:14]=1. The yield is 0.220. (4) The reactants are [Cl:1][C:2]1[CH:7]=[CH:6][C:5]([C:8]2[CH:13]=[CH:12][C:11]([C:14]([C:16]3[S:17][CH:18]=[CH:19][C:20]=3[CH2:21][C:22]([O:24]CC)=[O:23])=[O:15])=[CH:10][N:9]=2)=[CH:4][CH:3]=1.[OH-].[Na+]. The catalyst is CO. The product is [Cl:1][C:2]1[CH:3]=[CH:4][C:5]([C:8]2[CH:13]=[CH:12][C:11]([C:14]([C:16]3[S:17][CH:18]=[CH:19][C:20]=3[CH2:21][C:22]([OH:24])=[O:23])=[O:15])=[CH:10][N:9]=2)=[CH:6][CH:7]=1. The yield is 0.730. (5) The reactants are [Cl:1][C:2]1[N:3]=[CH:4][C:5]([C:8]([OH:10])=[O:9])=[N:6][CH:7]=1.[CH3:11][Si](C=[N+]=[N-])(C)C. The catalyst is C(OCC)C.CO. The product is [Cl:1][C:2]1[N:3]=[CH:4][C:5]([C:8]([O:10][CH3:11])=[O:9])=[N:6][CH:7]=1. The yield is 1.01. (6) The product is [Si:26]([O:25][CH2:24][CH2:23][N:18]1[CH2:17][CH2:16][N:15]([C:12]2[CH:11]=[CH:10][C:9]([B:4]3[O:3][C:2]([CH3:21])([CH3:1])[C:6]([CH3:7])([CH3:8])[O:5]3)=[CH:14][CH:13]=2)[CH2:20][CH2:19]1)([C:29]([CH3:32])([CH3:31])[CH3:30])([CH3:28])[CH3:27]. The yield is 0.880. The reactants are [CH3:1][C:2]1([CH3:21])[C:6]([CH3:8])([CH3:7])[O:5][B:4]([C:9]2[CH:14]=[CH:13][C:12]([N:15]3[CH2:20][CH2:19][NH:18][CH2:17][CH2:16]3)=[CH:11][CH:10]=2)[O:3]1.Br[CH2:23][CH2:24][O:25][Si:26]([C:29]([CH3:32])([CH3:31])[CH3:30])([CH3:28])[CH3:27].C(=O)([O-])[O-].[Cs+].[Cs+]. The catalyst is C(#N)C. (7) The reactants are [N:1]1[C:6]2[NH:7][CH:8]=[CH:9][C:5]=2[C:4](O)=[N:3][CH:2]=1.P(Cl)(Cl)([Cl:13])=O. No catalyst specified. The product is [Cl:13][C:4]1[C:5]2[CH:9]=[CH:8][NH:7][C:6]=2[N:1]=[CH:2][N:3]=1. The yield is 0.420. (8) The reactants are [CH3:1][O:2][C:3]1[CH:13]=[CH:12][CH:11]=[C:5]2[C:6]([O:8][C:9](=O)[C:4]=12)=[O:7].C([NH2:16])=O. The catalyst is O. The product is [CH3:1][O:2][C:3]1[CH:13]=[CH:12][CH:11]=[C:5]2[C:6]([NH:16][C:9](=[O:8])[C:4]=12)=[O:7]. The yield is 0.370.